From a dataset of NCI-60 drug combinations with 297,098 pairs across 59 cell lines. Regression. Given two drug SMILES strings and cell line genomic features, predict the synergy score measuring deviation from expected non-interaction effect. (1) Drug 1: CS(=O)(=O)OCCCCOS(=O)(=O)C. Drug 2: C1CNP(=O)(OC1)N(CCCl)CCCl. Cell line: COLO 205. Synergy scores: CSS=20.2, Synergy_ZIP=-7.22, Synergy_Bliss=-6.63, Synergy_Loewe=-11.6, Synergy_HSA=-8.90. (2) Drug 1: C1CN(CCN1C(=O)CCBr)C(=O)CCBr. Drug 2: CC(C)NC(=O)C1=CC=C(C=C1)CNNC.Cl. Cell line: CCRF-CEM. Synergy scores: CSS=47.6, Synergy_ZIP=-0.603, Synergy_Bliss=-3.09, Synergy_Loewe=-19.2, Synergy_HSA=-2.90. (3) Synergy scores: CSS=77.2, Synergy_ZIP=-4.15, Synergy_Bliss=-4.35, Synergy_Loewe=5.71, Synergy_HSA=8.01. Drug 2: CCC1(C2=C(COC1=O)C(=O)N3CC4=CC5=C(C=CC(=C5CN(C)C)O)N=C4C3=C2)O. Drug 1: C1=CC(=C(C=C1I)F)NC2=C(C=CC(=C2F)F)C(=O)NOCC(CO)O. Cell line: SW-620. (4) Drug 1: CC1=C(C(=O)C2=C(C1=O)N3CC4C(C3(C2COC(=O)N)OC)N4)N. Drug 2: CC1C(C(CC(O1)OC2CC(CC3=C2C(=C4C(=C3O)C(=O)C5=CC=CC=C5C4=O)O)(C(=O)C)O)N)O. Cell line: SNB-19. Synergy scores: CSS=44.8, Synergy_ZIP=-5.98, Synergy_Bliss=-5.53, Synergy_Loewe=-2.40, Synergy_HSA=0.638. (5) Drug 1: CC1=C2C(C(=O)C3(C(CC4C(C3C(C(C2(C)C)(CC1OC(=O)C(C(C5=CC=CC=C5)NC(=O)OC(C)(C)C)O)O)OC(=O)C6=CC=CC=C6)(CO4)OC(=O)C)OC)C)OC. Synergy scores: CSS=46.6, Synergy_ZIP=6.36, Synergy_Bliss=6.10, Synergy_Loewe=-29.6, Synergy_HSA=6.90. Cell line: SF-295. Drug 2: CN1CCC(CC1)COC2=C(C=C3C(=C2)N=CN=C3NC4=C(C=C(C=C4)Br)F)OC.